The task is: Predict the reaction yield, written as a fraction of the theoretical maximum amount of product (1.0 means a 100% yield; for example, 0.34 means a 34% yield).. This data is from Reaction yield outcomes from USPTO patents with 853,638 reactions. (1) The reactants are C([O:8][N:9]1[C:15](=[O:16])[N:14]2[CH2:17][C@H:10]1[CH2:11][CH2:12][C@H:13]2[C:18]([NH:20][NH:21][C:22]([C@@H:24]1[CH2:29][CH2:28][CH2:27][N:26]([C:30]([O:32][C:33]([CH3:36])([CH3:35])[CH3:34])=[O:31])[CH2:25]1)=[O:23])=[O:19])C1C=CC=CC=1.[H][H].CO.C(Cl)(Cl)Cl.C1CCCCC1. The catalyst is CO.[Pd]. The product is [OH:8][N:9]1[C:15](=[O:16])[N:14]2[CH2:17][C@H:10]1[CH2:11][CH2:12][C@H:13]2[C:18]([NH:20][NH:21][C:22]([C@@H:24]1[CH2:29][CH2:28][CH2:27][N:26]([C:30]([O:32][C:33]([CH3:36])([CH3:35])[CH3:34])=[O:31])[CH2:25]1)=[O:23])=[O:19]. The yield is 1.00. (2) The reactants are [N:1]12[CH2:8][CH2:7][C:4]([C:9]([C:19]3[CH:24]=[CH:23][CH:22]=[C:21]([O:25][CH3:26])[CH:20]=3)([C:11]3[CH:16]=[CH:15][CH:14]=[C:13]([O:17][CH3:18])[CH:12]=3)[OH:10])([CH2:5][CH2:6]1)[CH2:3][CH2:2]2.[C:27]1([O:33][CH2:34][CH2:35][CH2:36][Br:37])[CH:32]=[CH:31][CH:30]=[CH:29][CH:28]=1. The product is [Br-:37].[OH:10][C:9]([C:19]1[CH:24]=[CH:23][CH:22]=[C:21]([O:25][CH3:26])[CH:20]=1)([C:11]1[CH:16]=[CH:15][CH:14]=[C:13]([O:17][CH3:18])[CH:12]=1)[C:4]12[CH2:5][CH2:6][N+:1]([CH2:36][CH2:35][CH2:34][O:33][C:27]3[CH:32]=[CH:31][CH:30]=[CH:29][CH:28]=3)([CH2:2][CH2:3]1)[CH2:8][CH2:7]2. The catalyst is CC#N. The yield is 0.332. (3) The reactants are C(OC([NH:11][C@@H:12]([CH2:48][CH2:49][CH2:50][CH2:51][NH:52][C:53]([O:55][C:56]([CH3:59])([CH3:58])[CH3:57])=[O:54])[C:13]([N:15]([CH3:47])[C@H:16]1[C:33]2[CH:34]=[C:29]([C:30]([O:35][CH3:36])=[CH:31][CH:32]=2)[C:28]2=[CH:37][C:24](=[CH:25][CH:26]=[C:27]2[O:38][CH3:39])[CH2:23][C@@H:22]([C:40]([O:42][CH3:43])=[O:41])[NH:21][C:20](=[O:44])[C@H:19]([CH3:45])[NH:18][C:17]1=[O:46])=[O:14])=O)C1C=CC=CC=1.C1CC=CCC=1. The catalyst is C(O)C.[Pd]. The product is [NH2:11][C@@H:12]([CH2:48][CH2:49][CH2:50][CH2:51][NH:52][C:53]([O:55][C:56]([CH3:57])([CH3:59])[CH3:58])=[O:54])[C:13]([N:15]([CH3:47])[C@H:16]1[C:33]2[CH:34]=[C:29]([C:30]([O:35][CH3:36])=[CH:31][CH:32]=2)[C:28]2=[CH:37][C:24](=[CH:25][CH:26]=[C:27]2[O:38][CH3:39])[CH2:23][C@@H:22]([C:40]([O:42][CH3:43])=[O:41])[NH:21][C:20](=[O:44])[C@H:19]([CH3:45])[NH:18][C:17]1=[O:46])=[O:14]. The yield is 0.930. (4) The reactants are [NH2:1][C:2]1[C:10]([C:11]([OH:13])=[O:12])=[CH:9][C:5]2=[N:6][S:7][N:8]=[C:4]2[C:3]=1[Cl:14].[Cl:15][C:16]1[C:17]([N:22]2[C:26]([C:27](O)=O)=[CH:25][C:24]([C:30]([F:33])([F:32])[F:31])=[N:23]2)=[N:18][CH:19]=[CH:20][CH:21]=1.N1C=CC=CC=1.CS(Cl)(=O)=O. The catalyst is C(#N)C. The product is [Cl:14][C:3]1[C:4]2[C:5](=[N:6][S:7][N:8]=2)[CH:9]=[C:10]2[C:2]=1[N:1]=[C:27]([C:26]1[N:22]([C:17]3[C:16]([Cl:15])=[CH:21][CH:20]=[CH:19][N:18]=3)[N:23]=[C:24]([C:30]([F:33])([F:31])[F:32])[CH:25]=1)[O:12][C:11]2=[O:13]. The yield is 0.920. (5) The reactants are CO[CH:3](OC)[CH2:4][CH:5](OC)OC.[CH3:12][NH:13][C:14]([NH:16][CH3:17])=[O:15].[S:18](=[O:22])(=[O:21])([OH:20])[OH:19]. The catalyst is CO. The product is [S:18]([O-:22])([O-:21])(=[O:20])=[O:19].[CH3:12][N+:13]1[C:14](=[O:15])[N:16]([CH3:17])[CH:5]=[CH:4][CH:3]=1.[CH3:12][N+:13]1[C:14](=[O:15])[N:16]([CH3:17])[CH:5]=[CH:4][CH:3]=1. The yield is 0.690.